From a dataset of Full USPTO retrosynthesis dataset with 1.9M reactions from patents (1976-2016). Predict the reactants needed to synthesize the given product. (1) Given the product [Cl:18][C:19]1[CH:24]=[C:23]([N:14]=[N:1][C:2]2[CH:10]=[C:9]([C:11]([OH:13])=[O:12])[CH:8]=[CH:7][C:3]=2[C:4]([OH:6])=[O:5])[CH:22]=[C:21]([Cl:25])[C:20]=1[OH:26], predict the reactants needed to synthesize it. The reactants are: [NH2:1][C:2]1[CH:10]=[C:9]([C:11]([OH:13])=[O:12])[CH:8]=[CH:7][C:3]=1[C:4]([OH:6])=[O:5].[N:14]([O-])=O.[Na+].[Cl:18][C:19]1[CH:24]=[CH:23][CH:22]=[C:21]([Cl:25])[C:20]=1[OH:26]. (2) Given the product [CH3:14][S:15]([C:2]1[CH:9]=[CH:8][C:5]([C:6]#[N:7])=[CH:4][C:3]=1[C:10]([F:13])([F:12])[F:11])(=[O:17])=[O:16], predict the reactants needed to synthesize it. The reactants are: F[C:2]1[CH:9]=[CH:8][C:5]([C:6]#[N:7])=[CH:4][C:3]=1[C:10]([F:13])([F:12])[F:11].[CH3:14][S:15]([O-:17])=[O:16].[Na+]. (3) Given the product [N:8]1([C:6]2[CH:7]=[C:2]([O:21][C:22]3[CH:27]=[CH:26][CH:25]=[CH:24][CH:23]=3)[N:3]=[C:4]([C:14]3[CH:15]=[C:16]([OH:20])[CH:17]=[CH:18][CH:19]=3)[N:5]=2)[CH2:13][CH2:12][O:11][CH2:10][CH2:9]1, predict the reactants needed to synthesize it. The reactants are: Cl[C:2]1[CH:7]=[C:6]([N:8]2[CH2:13][CH2:12][O:11][CH2:10][CH2:9]2)[N:5]=[C:4]([C:14]2[CH:15]=[C:16]([OH:20])[CH:17]=[CH:18][CH:19]=2)[N:3]=1.[O-:21][C:22]1[CH:27]=[CH:26][CH:25]=[CH:24][CH:23]=1.[Na+]. (4) Given the product [CH3:1][C@H:2]1[C@H:11]2[C@@:6]([C:13]3[CH:18]=[CH:17][CH:16]=[CH:15][CH:14]=3)([C:7](=[O:12])[CH2:8][CH2:9][CH2:10]2)[CH2:5][CH2:4][C:3]21[O:19][CH2:20][CH2:21][O:22]2, predict the reactants needed to synthesize it. The reactants are: [CH3:1][C@H:2]1[C@H:11]2[C@@:6]([C:13]3[CH:18]=[CH:17][CH:16]=[CH:15][CH:14]=3)([C@@H:7]([OH:12])[CH2:8][CH2:9][CH2:10]2)[CH2:5][CH2:4][C:3]21[O:22][CH2:21][CH2:20][O:19]2.[Cr](O[Cr]([O-])(=O)=O)([O-])(=O)=O.[NH+]1C=CC=CC=1.[NH+]1C=CC=CC=1.S([O-])([O-])(=O)=O.[Mg+2]. (5) Given the product [CH:5]1([NH:8][C:9]([NH:11][C:12]2[CH:17]=[CH:16][CH:15]=[C:14]([C:18]3[CH:23]=[CH:22][CH:21]=[C:20]([N:24]4[CH2:28][CH2:27][CH2:26][CH2:25]4)[N:19]=3)[CH:13]=2)=[O:10])[CH2:6][CH2:7][CH2:2][CH2:3][CH2:4]1, predict the reactants needed to synthesize it. The reactants are: Cl[C:2]1[CH:7]=[CH:6][C:5]([NH:8][C:9]([NH:11][C:12]2[CH:17]=[CH:16][CH:15]=[C:14]([C:18]3[CH:23]=[CH:22][CH:21]=[C:20]([N:24]4[CH2:28][CH2:27][CH2:26][CH2:25]4)[N:19]=3)[CH:13]=2)=[O:10])=[CH:4][CH:3]=1.C1(N)CCCCC1.CCN(C(C)C)C(C)C. (6) Given the product [NH2:1][C@@H:4]([C:7]1[CH:8]=[N:9][C:10]([CH:13]([F:15])[F:14])=[CH:11][CH:12]=1)[CH2:5][OH:6], predict the reactants needed to synthesize it. The reactants are: [N:1]([C@@H:4]([C:7]1[CH:8]=[N:9][C:10]([CH:13]([F:15])[F:14])=[CH:11][CH:12]=1)[CH2:5][OH:6])=[N+]=[N-].C1C=CC(P(C2C=CC=CC=2)C2C=CC=CC=2)=CC=1.O.Cl. (7) Given the product [CH2:6]([C:8]1[CH:9]=[CH:10][C:11]([C:14]2[CH:19]=[CH:18][C:17]([C:20]3[Se:21][C:22]([CH3:2])=[CH:23][CH:24]=3)=[C:16]([F:25])[C:15]=2[F:26])=[CH:12][CH:13]=1)[CH3:7], predict the reactants needed to synthesize it. The reactants are: [Li][CH2:2]CCC.[CH2:6]([C:8]1[CH:13]=[CH:12][C:11]([C:14]2[CH:19]=[CH:18][C:17]([C:20]3[Se:21][CH:22]=[CH:23][CH:24]=3)=[C:16]([F:25])[C:15]=2[F:26])=[CH:10][CH:9]=1)[CH3:7].CI.[Cl-].[NH4+].N.